Dataset: Catalyst prediction with 721,799 reactions and 888 catalyst types from USPTO. Task: Predict which catalyst facilitates the given reaction. (1) Reactant: [C:1]1([C:7]2[C:16]3[C:11](=[CH:12][C:13]([C:17]4[CH:22]=[CH:21][CH:20]=[CH:19][CH:18]=4)=[CH:14][CH:15]=3)[CH:10]=[CH:9][C:8]=2[O:23]CC)[CH:6]=[CH:5][CH:4]=[CH:3][CH:2]=1.Br.C(O)(=O)C. Product: [C:1]1([C:7]2[C:16]3[C:11](=[CH:12][C:13]([C:17]4[CH:18]=[CH:19][CH:20]=[CH:21][CH:22]=4)=[CH:14][CH:15]=3)[CH:10]=[CH:9][C:8]=2[OH:23])[CH:2]=[CH:3][CH:4]=[CH:5][CH:6]=1. The catalyst class is: 6. (2) Reactant: [F:1][C:2]1[CH:3]=[C:4]([CH:22]=[C:23]([F:25])[CH:24]=1)[CH2:5][C@H:6]1[CH2:11][C@@H:10]([C:12]2[O:16][NH:15][C:14](=[O:17])[CH:13]=2)[CH2:9][CH2:8][N:7]1[C:18]([O:20][CH3:21])=[O:19].CCCCCCC.CCO. Product: [F:25][C:23]1[CH:22]=[C:4]([CH:3]=[C:2]([F:1])[CH:24]=1)[CH2:5][C@H:6]1[CH2:11][C@@H:10]([C:12]2[O:16][NH:15][C:14](=[O:17])[CH:13]=2)[CH2:9][CH2:8][N:7]1[C:18]([O:20][CH3:21])=[O:19].[F:25][C:23]1[CH:22]=[C:4]([CH:3]=[C:2]([F:1])[CH:24]=1)[CH2:5][C@@H:6]1[CH2:11][C@H:10]([C:12]2[O:16][NH:15][C:14](=[O:17])[CH:13]=2)[CH2:9][CH2:8][N:7]1[C:18]([O:20][CH3:21])=[O:19]. The catalyst class is: 5. (3) Reactant: [Cl:1][C:2]1[CH:7]=[C:6]([C:8]([F:11])([F:10])[F:9])[CH:5]=[C:4]([Cl:12])[C:3]=1[N:13]1[C:17]([N:18]([CH2:20][CH:21]([OH:24])[CH2:22][OH:23])[CH3:19])=[C:16]([S:25]([C:28]([F:31])([F:30])[F:29])(=[O:27])=[O:26])[C:15]([C:32]#[N:33])=[N:14]1.[CH2:34]1[CH2:38][O:37]CC1.CCCCCCC.[C:46](OCC)(=[O:48])[CH3:47]. Product: [C:46]([O:23][CH2:22][CH:21]([O:24][C:38](=[O:37])[CH3:34])[CH2:20][N:18]([C:17]1[N:13]([C:3]2[C:2]([Cl:1])=[CH:7][C:6]([C:8]([F:11])([F:10])[F:9])=[CH:5][C:4]=2[Cl:12])[N:14]=[C:15]([C:32]#[N:33])[C:16]=1[S:25]([C:28]([F:31])([F:29])[F:30])(=[O:26])=[O:27])[CH3:19])(=[O:48])[CH3:47]. The catalyst class is: 850.